This data is from Reaction yield outcomes from USPTO patents with 853,638 reactions. The task is: Predict the reaction yield, written as a fraction of the theoretical maximum amount of product (1.0 means a 100% yield; for example, 0.34 means a 34% yield). (1) The reactants are C[O:2][C:3](=[O:29])[C:4]1[CH:9]=[CH:8][CH:7]=[CH:6][C:5]=1[NH:10][C:11](=[O:28])[C:12]1[CH:17]=[CH:16][CH:15]=[CH:14][C:13]=1[NH:18][C:19](=[O:27])[C:20]1[CH:25]=[CH:24][CH:23]=[CH:22][C:21]=1[NH2:26].Cl. The catalyst is [Li+].[OH-].C1COCC1. The product is [NH2:26][C:21]1[CH:22]=[CH:23][CH:24]=[CH:25][C:20]=1[C:19]([NH:18][C:13]1[CH:14]=[CH:15][CH:16]=[CH:17][C:12]=1[C:11]([NH:10][C:5]1[CH:6]=[CH:7][CH:8]=[CH:9][C:4]=1[C:3]([OH:29])=[O:2])=[O:28])=[O:27]. The yield is 0.850. (2) The reactants are [NH2:1][C@@H:2]([CH2:5][C@@H:6]([O:9][C:10]1[CH:15]=[CH:14][CH:13]=[C:12]([O:16][CH2:17][C:18]2[CH:23]=[CH:22][CH:21]=[CH:20][CH:19]=2)[CH:11]=1)[CH2:7][CH3:8])[CH2:3][OH:4].C([O-])(=O)C.[Na+].[N:29]#[C:30]Br. The catalyst is CO.[OH-].[Na+]. The product is [CH2:17]([O:16][C:12]1[CH:11]=[C:10]([CH:15]=[CH:14][CH:13]=1)[O:9][C@@H:6]([CH2:7][CH3:8])[CH2:5][C@H:2]1[CH2:3][O:4][C:30]([NH2:29])=[N:1]1)[C:18]1[CH:23]=[CH:22][CH:21]=[CH:20][CH:19]=1. The yield is 0.710. (3) The catalyst is C(Cl)Cl.CO.CN(C)C=O. The product is [O:21]=[C:20]1[C:4]2[C:5]3[C:6](=[C:7]([C:11]4[CH:12]=[CH:13][CH:14]=[CH:15][CH:16]=4)[NH:8][C:9]=3[CH:10]=[C:2]([NH:1][C:30](=[O:31])[CH2:29][CH2:28][C:22]3[CH:27]=[CH:26][CH:25]=[CH:24][CH:23]=3)[CH:3]=2)[CH:17]=[N:18][NH:19]1. The reactants are [NH2:1][C:2]1[CH:3]=[C:4]2[C:20](=[O:21])[NH:19][N:18]=[CH:17][C:6]3=[C:7]([C:11]4[CH:16]=[CH:15][CH:14]=[CH:13][CH:12]=4)[NH:8][C:9]([CH:10]=1)=[C:5]23.[C:22]1([CH2:28][CH2:29][C:30](O)=[O:31])[CH:27]=[CH:26][CH:25]=[CH:24][CH:23]=1.C(N(CC)CC)C.F[P-](F)(F)(F)(F)F.N1(OC(N(C)C)=[N+](C)C)C2N=CC=CC=2N=N1. The yield is 0.340. (4) The catalyst is CCCC[N+](CCCC)(CCCC)CCCC.[I-].C1COCC1. The reactants are [H-].[Na+].[O:3]=[C:4]1[C:9]2([CH2:14][CH2:13][N:12]([C:15]([O:17][C:18]([CH3:21])([CH3:20])[CH3:19])=[O:16])[CH2:11][CH2:10]2)[CH2:8][CH2:7][CH2:6][NH:5]1.Br[CH2:23][C:24]1[CH:29]=[CH:28][CH:27]=[CH:26][C:25]=1[N:30]1[N:34]=[CH:33][CH:32]=[N:31]1.O. The product is [N:31]1[N:30]([C:25]2[CH:26]=[CH:27][CH:28]=[CH:29][C:24]=2[CH2:23][N:5]2[CH2:6][CH2:7][CH2:8][C:9]3([CH2:10][CH2:11][N:12]([C:15]([O:17][C:18]([CH3:21])([CH3:20])[CH3:19])=[O:16])[CH2:13][CH2:14]3)[C:4]2=[O:3])[N:34]=[CH:33][CH:32]=1. The yield is 0.990.